Dataset: Full USPTO retrosynthesis dataset with 1.9M reactions from patents (1976-2016). Task: Predict the reactants needed to synthesize the given product. Given the product [CH2:20]([O:1][N:2]1[C:10](=[O:11])[C:9]2[C:4](=[CH:5][CH:6]=[CH:7][CH:8]=2)[C:3]1=[O:12])[C:21]1[CH:26]=[CH:25][CH:24]=[CH:23][CH:22]=1, predict the reactants needed to synthesize it. The reactants are: [OH:1][N:2]1[C:10](=[O:11])[C:9]2[C:4](=[CH:5][CH:6]=[CH:7][CH:8]=2)[C:3]1=[O:12].C([O-])([O-])=O.[Cs+].[Cs+].Br[CH2:20][C:21]1[CH:26]=[CH:25][C:24](OC)=[CH:23][CH:22]=1.